This data is from Catalyst prediction with 721,799 reactions and 888 catalyst types from USPTO. The task is: Predict which catalyst facilitates the given reaction. (1) Reactant: [NH2:1][C:2]1[CH:6]=[C:5]([Cl:7])[N:4]([C:8]2[CH:13]=[CH:12][C:11](B3OC(C)(C)C(C)(C)O3)=[CH:10][CH:9]=2)[C:3]=1[C:23]([O:25][CH2:26][CH3:27])=[O:24].Br[C:29]1[N:34]=[C:33]([NH:35][C:36](=[O:38])[CH3:37])[CH:32]=[CH:31][CH:30]=1.C([O-])([O-])=O.[Na+].[Na+]. Product: [C:36]([NH:35][C:33]1[N:34]=[C:29]([C:11]2[CH:10]=[CH:9][C:8]([N:4]3[C:5]([Cl:7])=[CH:6][C:2]([NH2:1])=[C:3]3[C:23]([O:25][CH2:26][CH3:27])=[O:24])=[CH:13][CH:12]=2)[CH:30]=[CH:31][CH:32]=1)(=[O:38])[CH3:37]. The catalyst class is: 38. (2) Reactant: [OH-].[Na+].[CH2:3]([NH:10][C:11](=[O:39])[N:12]([C:14]1[CH:15]=[C:16]([C:20]2[CH:25]=[CH:24][C:23]([CH2:26][CH2:27][C:28]([O:30]C)=[O:29])=[CH:22][C:21]=2[O:32][CH2:33][CH2:34][C:35]([F:38])([F:37])[F:36])[CH:17]=[CH:18][CH:19]=1)[CH3:13])[CH2:4][CH2:5][CH2:6][CH2:7][CH2:8][CH3:9]. Product: [CH2:3]([NH:10][C:11](=[O:39])[N:12]([C:14]1[CH:15]=[C:16]([C:20]2[CH:25]=[CH:24][C:23]([CH2:26][CH2:27][C:28]([OH:30])=[O:29])=[CH:22][C:21]=2[O:32][CH2:33][CH2:34][C:35]([F:37])([F:38])[F:36])[CH:17]=[CH:18][CH:19]=1)[CH3:13])[CH2:4][CH2:5][CH2:6][CH2:7][CH2:8][CH3:9]. The catalyst class is: 83. (3) Reactant: [F:1][C:2]([F:18])([F:17])[C:3]([NH:5][C@@H:6]1[C:15]2[C:10](=[CH:11][CH:12]=[CH:13][CH:14]=2)[C:9](=[O:16])[CH2:8][CH2:7]1)=[O:4].C(O)=O.CCN(CC)CC. Product: [F:1][C:2]([F:17])([F:18])[C:3]([NH:5][C@@H:6]1[C:15]2[C:10](=[CH:11][CH:12]=[CH:13][CH:14]=2)[C@@H:9]([OH:16])[CH2:8][CH2:7]1)=[O:4]. The catalyst class is: 3.